From a dataset of Forward reaction prediction with 1.9M reactions from USPTO patents (1976-2016). Predict the product of the given reaction. (1) Given the reactants [F:1][C:2]1[CH:3]=[C:4]2[C:9](=[CH:10][CH:11]=1)[C:8]([CH3:13])([CH3:12])[C:7](=[O:14])[C:6]([C:15](OCC)=[O:16])=[C:5]2[OH:20].Cl.[NH2:22][CH2:23][C:24]([O:26][C:27]([CH3:30])([CH3:29])[CH3:28])=[O:25].C(N(C(C)C)C(C)C)C, predict the reaction product. The product is: [F:1][C:2]1[CH:3]=[C:4]2[C:9](=[CH:10][CH:11]=1)[C:8]([CH3:13])([CH3:12])[C:7](=[O:14])[C:6]([C:15]([NH:22][CH2:23][C:24]([O:26][C:27]([CH3:30])([CH3:29])[CH3:28])=[O:25])=[O:16])=[C:5]2[OH:20]. (2) Given the reactants [I-].[CH3:2][S+](C)C.[H-].[Na+].[C:8]([C:11]1[CH:16]=[CH:15][N:14]=[CH:13][N:12]=1)(=[O:10])[CH3:9], predict the reaction product. The product is: [CH3:9][C:8]1([C:11]2[CH:16]=[CH:15][N:14]=[CH:13][N:12]=2)[CH2:2][O:10]1. (3) Given the reactants [C:1]([O:5][C:6]1[CH:7]=[C:8]([CH:22]=[C:23]([Cl:30])[C:24]=1[O:25][C:26]([CH3:29])([CH3:28])[CH3:27])[C:9]([NH:11][C:12]1[CH:21]=[CH:20][C:15]([C:16]([O:18]C)=[O:17])=[CH:14][CH:13]=1)=[O:10])([CH3:4])([CH3:3])[CH3:2], predict the reaction product. The product is: [C:1]([O:5][C:6]1[CH:7]=[C:8]([CH:22]=[C:23]([Cl:30])[C:24]=1[O:25][C:26]([CH3:29])([CH3:28])[CH3:27])[C:9]([NH:11][C:12]1[CH:13]=[CH:14][C:15]([C:16]([OH:18])=[O:17])=[CH:20][CH:21]=1)=[O:10])([CH3:4])([CH3:3])[CH3:2].